This data is from Full USPTO retrosynthesis dataset with 1.9M reactions from patents (1976-2016). The task is: Predict the reactants needed to synthesize the given product. Given the product [C:13]([NH:17][S:9]([C:4]1[CH:5]=[CH:6][CH:7]=[CH:8][C:3]=1[O:2][CH3:1])(=[O:11])=[O:10])([CH3:16])([CH3:15])[CH3:14], predict the reactants needed to synthesize it. The reactants are: [CH3:1][O:2][C:3]1[CH:8]=[CH:7][CH:6]=[CH:5][C:4]=1[S:9](Cl)(=[O:11])=[O:10].[C:13]([NH2:17])([CH3:16])([CH3:15])[CH3:14].